From a dataset of Catalyst prediction with 721,799 reactions and 888 catalyst types from USPTO. Predict which catalyst facilitates the given reaction. (1) Reactant: [CH3:1][O:2][C:3]1[CH:8]=[C:7]([O:9][CH3:10])[CH:6]=[CH:5][C:4]=1[C:11]1[N:16]([CH2:17][CH2:18][NH:19][C:20](=[O:30])[CH2:21][NH:22]C(=O)OC(C)(C)C)[C:15](=[S:31])[NH:14][C:13](=[O:32])[CH:12]=1.[ClH:33]. Product: [ClH:33].[NH2:22][CH2:21][C:20]([NH:19][CH2:18][CH2:17][N:16]1[C:11]([C:4]2[CH:5]=[CH:6][C:7]([O:9][CH3:10])=[CH:8][C:3]=2[O:2][CH3:1])=[CH:12][C:13](=[O:32])[NH:14][C:15]1=[S:31])=[O:30]. The catalyst class is: 13. (2) Product: [OH:32][C@H:30]([C:22]1[N:21]([C:10]2[N:9]=[C:8]3[C:13]([N:14]=[C:6]([CH2:5][CH:3]4[CH2:4][N:1]([C:43](=[O:47])[CH:44]([CH3:46])[CH3:45])[CH2:2]4)[N:7]3[CH3:33])=[C:12]([N:15]3[CH2:20][CH2:19][O:18][CH2:17][CH2:16]3)[N:11]=2)[C:25]2[CH:26]=[CH:27][CH:28]=[CH:29][C:24]=2[N:23]=1)[CH3:31]. Reactant: [NH:1]1[CH2:4][CH:3]([CH2:5][C:6]2[N:7]([CH3:33])[C:8]3[C:13]([N:14]=2)=[C:12]([N:15]2[CH2:20][CH2:19][O:18][CH2:17][CH2:16]2)[N:11]=[C:10]([N:21]2[C:25]4[CH:26]=[CH:27][CH:28]=[CH:29][C:24]=4[N:23]=[C:22]2[C@@H:30]([OH:32])[CH3:31])[N:9]=3)[CH2:2]1.CCN(C(C)C)C(C)C.[C:43](Cl)(=[O:47])[CH:44]([CH3:46])[CH3:45]. The catalyst class is: 1.